This data is from CYP2C19 inhibition data for predicting drug metabolism from PubChem BioAssay. The task is: Regression/Classification. Given a drug SMILES string, predict its absorption, distribution, metabolism, or excretion properties. Task type varies by dataset: regression for continuous measurements (e.g., permeability, clearance, half-life) or binary classification for categorical outcomes (e.g., BBB penetration, CYP inhibition). Dataset: cyp2c19_veith. (1) The drug is COC(=O)N1CCC2(CCCN(Cc3ccccc3)C2)CC1. The result is 0 (non-inhibitor). (2) The drug is [N-]=[N+]=NC[C@@H]1O[C@@H](n2cnc3c(N)ncnc32)[C@@H]2O[C@H]12. The result is 0 (non-inhibitor). (3) The result is 0 (non-inhibitor). The drug is COc1cccc(-c2nccc(NCc3cnc(C)cn3)n2)c1. (4) The compound is Cc1cccc(Cn2cnc3c(NS(C)(=O)=O)c(C)c(C)cc32)c1. The result is 1 (inhibitor). (5) The drug is COc1ccc(Br)c2c1C[C@H](C(=O)O)CC2. The result is 0 (non-inhibitor). (6) The molecule is CN(C)c1ccc(-c2ccc3ncnc(N(C)Cc4ccco4)c3c2)cc1. The result is 1 (inhibitor). (7) The compound is Cc1ccc(S(=O)(=O)Nc2ccccc2C=O)cc1. The result is 1 (inhibitor). (8) The drug is CC(C)(C)n1ncc2c(=O)n(Cc3ccc(Cl)cc3Cl)cnc21. The result is 1 (inhibitor). (9) The compound is C[C@@H](CSC(=N)N)C(N)=O. The result is 0 (non-inhibitor).